Dataset: Catalyst prediction with 721,799 reactions and 888 catalyst types from USPTO. Task: Predict which catalyst facilitates the given reaction. Reactant: C(OC(=O)[NH:7][CH:8]([C:17](=[O:37])[NH:18][CH2:19][CH2:20][CH2:21][N:22]1[C:31]2[CH:30]=[CH:29][CH:28]=[CH:27][C:26]=2[C:25]2=[N:32][NH:33][C:34]([CH3:35])=[C:24]2[C:23]1=[O:36])[CH2:9][C:10]1[CH:15]=[CH:14][C:13]([F:16])=[CH:12][CH:11]=1)(C)(C)C.C(O)(C(F)(F)F)=O. Product: [NH2:7][CH:8]([CH2:9][C:10]1[CH:15]=[CH:14][C:13]([F:16])=[CH:12][CH:11]=1)[C:17]([NH:18][CH2:19][CH2:20][CH2:21][N:22]1[C:31]2[CH:30]=[CH:29][CH:28]=[CH:27][C:26]=2[C:25]2=[N:32][NH:33][C:34]([CH3:35])=[C:24]2[C:23]1=[O:36])=[O:37]. The catalyst class is: 2.